Dataset: Retrosynthesis with 50K atom-mapped reactions and 10 reaction types from USPTO. Task: Predict the reactants needed to synthesize the given product. (1) Given the product CC(=O)Nc1ncc(Sc2nnc(C)s2)s1, predict the reactants needed to synthesize it. The reactants are: CC(=O)Nc1ncc(Cl)s1.Cc1nnc(S)s1. (2) The reactants are: CC(C)(C)OC(=O)N1[C@H](c2cc(-c3ccc(C(F)(F)F)cc3)ccn2)CC[C@@]12CCNC2=O. Given the product O=C1NCC[C@@]12CC[C@@H](c1cc(-c3ccc(C(F)(F)F)cc3)ccn1)N2, predict the reactants needed to synthesize it. (3) The reactants are: O=c1cc(OCc2ccc(F)cc2)cnn1C1CCCCO1. Given the product O=c1cc(OCc2ccc(F)cc2)cn[nH]1, predict the reactants needed to synthesize it. (4) Given the product Cc1[nH]c(C(=O)NC2CCN(c3nccs3)CC2)c(Cl)c1Cl, predict the reactants needed to synthesize it. The reactants are: Brc1nccs1.Cc1[nH]c(C(=O)NC2CCNCC2)c(Cl)c1Cl. (5) Given the product CC#CCOc1cc(N2CCCC(C)C2)ncn1, predict the reactants needed to synthesize it. The reactants are: CC#CCOc1cc(Cl)ncn1.CC1CCCNC1. (6) Given the product O=C1c2ccccc2C(=O)N1CCCCN1CCN2c3ccccc3Cc3ccccc3[C@@H]2C1, predict the reactants needed to synthesize it. The reactants are: O=C1c2ccccc2C(=O)N1CCCCBr.c1ccc2c(c1)Cc1ccccc1N1CCNC[C@@H]21. (7) The reactants are: Cc1ccc(N)cc1Br.O=C(Cl)C1CC1. Given the product Cc1ccc(NC(=O)C2CC2)cc1Br, predict the reactants needed to synthesize it.